This data is from Forward reaction prediction with 1.9M reactions from USPTO patents (1976-2016). The task is: Predict the product of the given reaction. (1) Given the reactants [CH3:1][S:2]([NH:5][C:6]1(NS(C)(=O)=O)[CH:11]=[C:10]([CH2:12][NH:13][C:14]([C:16]2[C:17]3[CH:24]=[N:23][N:22]([C:25]4[CH:30]=[CH:29][C:28]([F:31])=[CH:27][CH:26]=4)[C:18]=3[CH:19]=[N:20][CH:21]=2)=[O:15])[CH:9]=[CH:8][NH:7]1)(=[O:4])=[O:3].[F-].C([N+](CCCC)(CCCC)CCCC)CCC, predict the reaction product. The product is: [CH3:1][S:2]([NH:5][C:6]1[CH:11]=[C:10]([CH2:12][NH:13][C:14]([C:16]2[C:17]3[CH:24]=[N:23][N:22]([C:25]4[CH:30]=[CH:29][C:28]([F:31])=[CH:27][CH:26]=4)[C:18]=3[CH:19]=[N:20][CH:21]=2)=[O:15])[CH:9]=[CH:8][N:7]=1)(=[O:4])=[O:3]. (2) The product is: [C:19]1([P:25]2(=[O:30])[C:6]3[CH2:7][CH2:8][C:1]2=[CH:2][CH:3]=[CH:4][CH:5]=3)[CH:24]=[CH:23][CH:22]=[CH:21][CH:20]=1.[PH3:25]. Given the reactants [CH:1]1[CH:8]=[CH:7][CH:6]=[CH:5][CH:4]=[CH:3][CH:2]=1.[Li].[Li].C1C=CC=CC=CC=1.[C:19]1([P:25](Cl)Cl)[CH:24]=[CH:23][CH:22]=[CH:21][CH:20]=1.C([O:30]CC)C, predict the reaction product. (3) Given the reactants [ClH:1].N1C=CC=CC=1.[CH3:8][S:9]([C:12]1[CH:17]=[CH:16][C:15]([C:18]2[CH:27]=[CH:26][C:25]3[C:20](=[CH:21][CH:22]=[C:23]([O:28]C)[CH:24]=3)[C:19]=2[CH2:30][C:31]2[CH:36]=[CH:35][C:34]([O:37][CH2:38][CH2:39][N:40]3[CH2:45][CH2:44][CH2:43][CH2:42][CH2:41]3)=[CH:33][CH:32]=2)=[CH:14][CH:13]=1)(=[O:11])=[O:10], predict the reaction product. The product is: [ClH:1].[CH3:8][S:9]([C:12]1[CH:17]=[CH:16][C:15]([C:18]2[C:19]([CH2:30][C:31]3[CH:36]=[CH:35][C:34]([O:37][CH2:38][CH2:39][N:40]4[CH2:45][CH2:44][CH2:43][CH2:42][CH2:41]4)=[CH:33][CH:32]=3)=[C:20]3[C:25](=[CH:26][CH:27]=2)[CH:24]=[C:23]([OH:28])[CH:22]=[CH:21]3)=[CH:14][CH:13]=1)(=[O:11])=[O:10].